From a dataset of Full USPTO retrosynthesis dataset with 1.9M reactions from patents (1976-2016). Predict the reactants needed to synthesize the given product. (1) Given the product [Cl:1][CH2:2][C:3]([N:26]1[CH2:27][CH2:28][CH2:29][CH:24]([O:23][C:20]2[CH:21]=[C:22]3[C:17](=[CH:18][C:19]=2[O:30][CH3:31])[N:16]=[CH:15][N:14]=[C:13]3[NH:12][C:11]2[CH:32]=[CH:33][CH:34]=[C:9]([Cl:8])[C:10]=2[F:35])[CH2:25]1)=[O:4], predict the reactants needed to synthesize it. The reactants are: [Cl:1][CH2:2][C:3](Cl)=[O:4].Cl.Cl.[Cl:8][C:9]1[C:10]([F:35])=[C:11]([CH:32]=[CH:33][CH:34]=1)[NH:12][C:13]1[C:22]2[C:17](=[CH:18][C:19]([O:30][CH3:31])=[C:20]([O:23][CH:24]3[CH2:29][CH2:28][CH2:27][NH:26][CH2:25]3)[CH:21]=2)[N:16]=[CH:15][N:14]=1.C(N(C(C)C)CC)(C)C. (2) Given the product [N:4]1([CH2:3][CH:2]([N:34]2[CH2:35][CH2:36][N:31]([C:30]3[N:29]=[CH:28][N:27]=[C:26]([NH2:37])[C:25]=3[C:22]3[CH:23]=[CH:24][C:19]([F:18])=[CH:20][CH:21]=3)[CH2:32][CH2:33]2)[C:8]2[CH:13]=[CH:12][C:11]([C:14]([F:17])([F:16])[F:15])=[CH:10][CH:9]=2)[CH2:7][CH2:6][CH2:5]1, predict the reactants needed to synthesize it. The reactants are: Cl[CH:2]([C:8]1[CH:13]=[CH:12][C:11]([C:14]([F:17])([F:16])[F:15])=[CH:10][CH:9]=1)[CH2:3][N:4]1[CH2:7][CH2:6][CH2:5]1.[F:18][C:19]1[CH:24]=[CH:23][C:22]([C:25]2[C:26]([NH2:37])=[N:27][CH:28]=[N:29][C:30]=2[N:31]2[CH2:36][CH2:35][NH:34][CH2:33][CH2:32]2)=[CH:21][CH:20]=1.CCN(C(C)C)C(C)C. (3) Given the product [C:31]([O:30][C:28]([N:23]([CH2:24][CH2:25][O:26][CH3:27])[CH2:22][CH2:21][CH:9]1[CH2:10][N:11]([CH2:14][C:15]2[CH:20]=[CH:19][CH:18]=[CH:17][CH:16]=2)[CH2:12][CH2:13][N:8]1[CH2:1][C:2]1[CH:7]=[CH:6][CH:5]=[CH:4][CH:3]=1)=[O:29])([CH3:34])([CH3:33])[CH3:32], predict the reactants needed to synthesize it. The reactants are: [CH2:1]([N:8]1[CH2:13][CH2:12][N:11]([CH2:14][C:15]2[CH:20]=[CH:19][CH:18]=[CH:17][CH:16]=2)[CH2:10][CH:9]1[CH2:21][CH2:22][NH:23][CH2:24][CH2:25][O:26][CH3:27])[C:2]1[CH:7]=[CH:6][CH:5]=[CH:4][CH:3]=1.[C:28](O[C:28]([O:30][C:31]([CH3:34])([CH3:33])[CH3:32])=[O:29])([O:30][C:31]([CH3:34])([CH3:33])[CH3:32])=[O:29].C(N(CC)CC)C.